Dataset: Forward reaction prediction with 1.9M reactions from USPTO patents (1976-2016). Task: Predict the product of the given reaction. (1) Given the reactants [CH3:1][C:2]([CH3:29])([CH3:28])[CH2:3][O:4][C:5]1([C:8]2[CH:13]=[CH:12][C:11]([C:14]#[C:15][C:16]3[CH:26]=[CH:25][C:19]([C:20]([O:22]CC)=[O:21])=[CH:18][CH:17]=3)=[CH:10][C:9]=2[CH3:27])[CH2:7][CH2:6]1.[OH-].[Na+], predict the reaction product. The product is: [CH3:1][C:2]([CH3:29])([CH3:28])[CH2:3][O:4][C:5]1([C:8]2[CH:13]=[CH:12][C:11]([C:14]#[C:15][C:16]3[CH:17]=[CH:18][C:19]([C:20]([OH:22])=[O:21])=[CH:25][CH:26]=3)=[CH:10][C:9]=2[CH3:27])[CH2:7][CH2:6]1. (2) Given the reactants [CH3:1][O:2][C:3]1[CH:8]=[CH:7][C:6]([C:9]#[N:10])=[CH:5][N:4]=1, predict the reaction product. The product is: [CH3:1][O:2][C:3]1[N:4]=[CH:5][C:6]([CH2:9][NH2:10])=[CH:7][CH:8]=1. (3) The product is: [F:1][C:2]1[CH:3]=[CH:4][C:5]2[O:9][C:8]([B:19]([OH:20])[OH:18])=[CH:7][C:6]=2[CH:10]=1. Given the reactants [F:1][C:2]1[CH:3]=[CH:4][C:5]2[O:9][CH:8]=[CH:7][C:6]=2[CH:10]=1.C([Li])CCC.C([O:18][B:19](OCC)[O:20]CC)C.Cl, predict the reaction product. (4) Given the reactants C([O:4][CH2:5][C@H:6]1[CH2:11][C@@H:10]([O:12]C(=O)C)[CH2:9][CH2:8][C@@:7]1([C@H:17]1[CH2:25][CH2:24][C@@:23]2([CH3:26])[C@@H:19]([CH2:20][CH2:21][C@:22]2([C:28]2[O:29][CH:30]=[CH:31][CH:32]=2)[OH:27])[C@@H:18]1[CH2:33][NH2:34])[CH3:16])(=O)C.[OH-].[Na+], predict the reaction product. The product is: [NH2:34][CH2:33][C@@H:18]1[C@@H:17]([C@@:7]2([CH3:16])[CH2:8][CH2:9][C@H:10]([OH:12])[CH2:11][C@@H:6]2[CH2:5][OH:4])[CH2:25][CH2:24][C@@:23]2([CH3:26])[C@H:19]1[CH2:20][CH2:21][C@:22]2([C:28]1[O:29][CH:30]=[CH:31][CH:32]=1)[OH:27]. (5) Given the reactants [Cl:1][C:2]1[CH:9]=[CH:8][CH:7]=[C:6]([N+:10]([O-])=O)[C:3]=1[CH:4]=[O:5].CC(O)=O.Cl, predict the reaction product. The product is: [NH2:10][C:6]1[CH:7]=[CH:8][CH:9]=[C:2]([Cl:1])[C:3]=1[CH:4]=[O:5]. (6) Given the reactants Cl[C:2]1[N:10]=[CH:9][N:8]=[C:7]2[C:3]=1[NH:4][CH:5]=[N:6]2.[NH2:11][C:12]1[S:13][C:14]2[CH:20]=[C:19]([NH:21][C:22]([NH:24][C:25]3[CH:30]=[CH:29][C:28]([Cl:31])=[C:27]([C:32]([F:35])([F:34])[F:33])[CH:26]=3)=[O:23])[CH:18]=[CH:17][C:15]=2[N:16]=1, predict the reaction product. The product is: [Cl:31][C:28]1[CH:29]=[CH:30][C:25]([NH:24][C:22]([NH:21][C:19]2[CH:18]=[CH:17][C:15]3[N:16]=[C:12]([NH:11][C:2]4[N:10]=[CH:9][N:8]=[C:7]5[C:3]=4[N:4]=[CH:5][NH:6]5)[S:13][C:14]=3[CH:20]=2)=[O:23])=[CH:26][C:27]=1[C:32]([F:34])([F:33])[F:35]. (7) Given the reactants Cl.[NH2:2][C:3]1[CH:4]=[C:5]([C:9]2[C:17]3[S:16][C:15]([C:18]([NH:20][C@@H:21]4[CH:26]5[CH2:27][CH2:28][N:23]([CH2:24][CH2:25]5)[CH2:22]4)=[O:19])=[CH:14][C:13]=3[CH:12]=[CH:11][CH:10]=2)[CH:6]=[CH:7][CH:8]=1.[CH:29]1([C:35]([Cl:37])=[O:36])[CH2:34][CH2:33][CH2:32][CH2:31][CH2:30]1, predict the reaction product. The product is: [ClH:37].[N:23]12[CH2:24][CH2:25][CH:26]([CH2:27][CH2:28]1)[C@@H:21]([NH:20][C:18]([C:15]1[S:16][C:17]3[C:9]([C:5]4[CH:6]=[CH:7][CH:8]=[C:3]([NH:2][C:35]([CH:29]5[CH2:34][CH2:33][CH2:32][CH2:31][CH2:30]5)=[O:36])[CH:4]=4)=[CH:10][CH:11]=[CH:12][C:13]=3[CH:14]=1)=[O:19])[CH2:22]2. (8) Given the reactants C[C:2]([CH3:5])([O-:4])C.C[C:7]([CH3:10])([O-])[CH3:8].C[C:12](C)([O-:14])C.O.[Al+3].[Li+].[CH2:19]1[CH2:23][O:22][CH2:21][CH2:20]1, predict the reaction product. The product is: [O:22]=[CH:23][CH2:19][CH2:20][CH2:21][CH2:8][CH2:7][CH2:10][CH2:5][C:2]([O:14][CH3:12])=[O:4]. (9) Given the reactants [CH3:1][O:2][C:3]([C@@H:5]([N:13]1[CH2:18][C:17]2[CH:19]=[CH:20][S:21][C:16]=2[CH2:15][CH2:14]1)[C:6]1[C:11]([Cl:12])=[CH:10][CH:9]=[CH:8][CH:7]=1)=[O:4].OS(O)(=O)=O.C(=O)(O)[O-].[Na+], predict the reaction product. The product is: [CH3:1][O:2][C:3]([C@@H:5]([N:13]1[CH2:18][C:17]2[CH:19]=[CH:20][S:21][C:16]=2[CH2:15][CH2:14]1)[C:6]1[CH:7]=[CH:8][CH:9]=[CH:10][C:11]=1[Cl:12])=[O:4]. (10) The product is: [CH3:20][O:19][C:17]([C:13]1[O:14][CH:15]=[CH:16][C:12]=1[NH:11][C:6]1[C:5]2[CH:1]=[CH:2][NH:3][C:4]=2[N:9]=[CH:8][N:7]=1)=[O:18]. Given the reactants [CH:1]1[C:5]2[C:6](Cl)=[N:7][CH:8]=[N:9][C:4]=2[NH:3][CH:2]=1.[NH2:11][C:12]1[CH:16]=[CH:15][O:14][C:13]=1[C:17]([O:19][CH3:20])=[O:18].Cl, predict the reaction product.